Dataset: Forward reaction prediction with 1.9M reactions from USPTO patents (1976-2016). Task: Predict the product of the given reaction. The product is: [Si:1]([O:8][CH2:9][C@@H:10]([NH:12][C:13]([C:15]1[N:16]=[C:17]([N:20]2[CH2:21][CH:22]([O:24][S:26]([CH3:25])(=[O:28])=[O:27])[CH2:23]2)[S:18][CH:19]=1)=[O:14])[CH3:11])([C:4]([CH3:5])([CH3:6])[CH3:7])([CH3:3])[CH3:2]. Given the reactants [Si:1]([O:8][CH2:9][C@@H:10]([NH:12][C:13]([C:15]1[N:16]=[C:17]([N:20]2[CH2:23][CH:22]([OH:24])[CH2:21]2)[S:18][CH:19]=1)=[O:14])[CH3:11])([C:4]([CH3:7])([CH3:6])[CH3:5])([CH3:3])[CH3:2].[CH3:25][S:26](Cl)(=[O:28])=[O:27].C(N(CC)CC)C, predict the reaction product.